Predict the reactants needed to synthesize the given product. From a dataset of Full USPTO retrosynthesis dataset with 1.9M reactions from patents (1976-2016). (1) Given the product [Cl:24][C:21]1[CH:22]=[CH:23][C:18]([C:5]2([NH2:4])[CH2:10][CH2:9][NH:8][CH2:7][C:6]2([CH3:16])[CH3:17])=[CH:19][CH:20]=1, predict the reactants needed to synthesize it. The reactants are: C([NH:4][C:5]1([C:18]2[CH:23]=[CH:22][C:21]([Cl:24])=[CH:20][CH:19]=2)[CH2:10][CH2:9][N:8](C(OCC)=O)[CH2:7][C:6]1([CH3:17])[CH3:16])(=O)C.[OH-].[Na+].O. (2) Given the product [CH3:12][S:9]([C:7]1[N:6]=[C:5]([C:13]([OH:15])=[O:14])[CH:4]=[C:3]([CH2:1][CH2:2][CH3:16])[N:8]=1)(=[O:11])=[O:10], predict the reactants needed to synthesize it. The reactants are: [CH2:1]([C:3]1[N:8]=[C:7]([S:9]([CH3:12])(=[O:11])=[O:10])[N:6]=[C:5]([C:13]([OH:15])=[O:14])[CH:4]=1)[CH3:2].[CH2:16](OC(C1C=C(CCC)N=C(SC)N=1)=O)C. (3) The reactants are: [CH2:1]([O:8][CH2:9][C:10]([N:12]1[C:20]2[C:15](=[CH:16][CH:17]=[CH:18][CH:19]=2)[C:14]([CH:21]=[O:22])=[CH:13]1)=[O:11])[C:2]1[CH:7]=[CH:6][CH:5]=[CH:4][CH:3]=1.CC(=CC)C.O.[O-:29]Cl=O.[Na+]. Given the product [CH2:1]([O:8][CH2:9][C:10]([N:12]1[C:20]2[C:15](=[CH:16][CH:17]=[CH:18][CH:19]=2)[C:14]([C:21]([OH:29])=[O:22])=[CH:13]1)=[O:11])[C:2]1[CH:3]=[CH:4][CH:5]=[CH:6][CH:7]=1, predict the reactants needed to synthesize it. (4) Given the product [Cl:1][C:2]1[CH:3]=[CH:4][C:5]([F:25])=[C:6]([CH:24]=1)[O:7][CH2:8][CH2:9][CH2:10][CH2:11][CH:12]([N:19]1[CH:23]=[N:22][CH:21]=[N:20]1)[CH:13]([OH:18])[C:14]([CH3:17])([CH3:15])[CH3:16], predict the reactants needed to synthesize it. The reactants are: [Cl:1][C:2]1[CH:3]=[CH:4][C:5]([F:25])=[C:6]([CH:24]=1)[O:7][CH2:8][CH2:9][CH2:10][CH2:11][CH:12]([N:19]1[CH:23]=[N:22][CH:21]=[N:20]1)[C:13](=[O:18])[C:14]([CH3:17])([CH3:16])[CH3:15].[BH4-].C([N+](CCCC)(CCCC)CCCC)CCC.[NH4+].[Cl-]. (5) Given the product [Br:1][C:2]1[CH:7]=[CH:6][C:5]([C@@H:8]([NH:10][CH2:11][C:12]([C:14]2[CH:15]=[CH:16][C:17]([F:20])=[CH:18][CH:19]=2)([OH:13])[CH2:23][CH:22]=[CH2:21])[CH3:9])=[CH:4][CH:3]=1, predict the reactants needed to synthesize it. The reactants are: [Br:1][C:2]1[CH:7]=[CH:6][C:5]([C@@H:8]([NH:10][CH2:11][C:12]([C:14]2[CH:19]=[CH:18][C:17]([F:20])=[CH:16][CH:15]=2)=[O:13])[CH3:9])=[CH:4][CH:3]=1.[CH2:21]([Mg]Br)[CH:22]=[CH2:23]. (6) Given the product [NH2:1][C:2]1[C:10]([Cl:11])=[CH:9][C:5]([C:6]([O:8][C:26]([CH3:29])([CH3:28])[CH3:27])=[O:7])=[C:4]([O:12][CH3:13])[CH:3]=1, predict the reactants needed to synthesize it. The reactants are: [NH2:1][C:2]1[C:10]([Cl:11])=[CH:9][C:5]([C:6]([OH:8])=[O:7])=[C:4]([O:12][CH3:13])[CH:3]=1.Cl.C(N=C=NCCCN(C)C)C.[C:26](O)([CH3:29])([CH3:28])[CH3:27]. (7) Given the product [N:37]1([C:2]2[CH:3]=[C:4]([NH:8][C:9](=[O:15])[O:10][C:11]([CH3:14])([CH3:13])[CH3:12])[CH:5]=[N:6][CH:7]=2)[CH2:42][CH2:41][O:40][CH2:39][CH2:38]1, predict the reactants needed to synthesize it. The reactants are: Br[C:2]1[CH:3]=[C:4]([NH:8][C:9](=[O:15])[O:10][C:11]([CH3:14])([CH3:13])[CH3:12])[CH:5]=[N:6][CH:7]=1.C(P(C(C)(C)C)C1C=CC=CC=1C1C=CC=CC=1)(C)(C)C.[NH:37]1[CH2:42][CH2:41][O:40][CH2:39][CH2:38]1.P([O-])([O-])([O-])=O.[K+].[K+].[K+].